From a dataset of Reaction yield outcomes from USPTO patents with 853,638 reactions. Predict the reaction yield, written as a fraction of the theoretical maximum amount of product (1.0 means a 100% yield; for example, 0.34 means a 34% yield). (1) The reactants are [C:1]([O:5][C:6]([N:8]1[C:16]2[C:11](=[CH:12][C:13]([CH:17]=[CH2:18])=[CH:14][CH:15]=2)[CH2:10][CH2:9]1)=[O:7])([CH3:4])([CH3:3])[CH3:2].Br[CH:20]([C:25]1[CH:26]=[C:27]([Cl:33])[C:28]([F:32])=[C:29]([Cl:31])[CH:30]=1)[C:21]([F:24])([F:23])[F:22].N1C=CC=CC=1C1C=CC=CN=1. The catalyst is ClC1C=CC=CC=1Cl.Cl[Cu]. The product is [Cl:31][C:29]1[CH:30]=[C:25]([CH:20]([C:21]([F:24])([F:23])[F:22])/[CH:18]=[CH:17]/[C:13]2[CH:12]=[C:11]3[C:16](=[CH:15][CH:14]=2)[N:8]([C:6]([O:5][C:1]([CH3:4])([CH3:3])[CH3:2])=[O:7])[CH2:9][CH2:10]3)[CH:26]=[C:27]([Cl:33])[C:28]=1[F:32]. The yield is 0.610. (2) The reactants are [CH3:1][N:2]1[C:6]([NH2:7])=[N:5][N:4]=[N:3]1.[H-].[Na+].[F:10][C:11]([F:47])([F:46])[C:12]1[CH:13]=[CH:14][C:15]([O:18][C:19]2[CH:20]=[C:21]([CH:25]3[CH2:28][C:27]4([CH2:33][CH2:32][N:31]([C:34](OC5C=CC([N+]([O-])=O)=CC=5)=[O:35])[CH2:30][CH2:29]4)[CH2:26]3)[CH:22]=[CH:23][CH:24]=2)=[N:16][CH:17]=1. The catalyst is CC(N(C)C)=O.C(OCC)(=O)C. The product is [CH3:1][N:2]1[C:6]([NH:7][C:34]([N:31]2[CH2:32][CH2:33][C:27]3([CH2:26][CH:25]([C:21]4[CH:22]=[CH:23][CH:24]=[C:19]([O:18][C:15]5[CH:14]=[CH:13][C:12]([C:11]([F:10])([F:46])[F:47])=[CH:17][N:16]=5)[CH:20]=4)[CH2:28]3)[CH2:29][CH2:30]2)=[O:35])=[N:5][N:4]=[N:3]1. The yield is 0.190. (3) The reactants are [F:21][C:16](P([C:16]([F:22])([F:21])[C:17]([F:20])([F:19])[F:18])[C:16]([F:22])([F:21])[C:17]([F:20])([F:19])[F:18])([F:22])[C:17]([F:20])([F:19])[F:18].CC(C)([O-])C.[K+].[C:29]([C:37]1[CH:42]=[CH:41][CH:40]=[CH:39][CH:38]=1)(=[O:36])[C:30]1[CH:35]=[CH:34][CH:33]=[CH:32][CH:31]=1.Cl. The catalyst is O1CCCC1. The product is [F:22][C:16]([F:21])([C:17]([F:18])([F:19])[F:20])[C:29]([C:30]1[CH:35]=[CH:34][CH:33]=[CH:32][CH:31]=1)([C:37]1[CH:42]=[CH:41][CH:40]=[CH:39][CH:38]=1)[OH:36]. The yield is 0.620. (4) The reactants are [Cl:1][C:2]1[CH:7]=[CH:6][C:5]([C:8](=O)[CH2:9][C:10](=O)[C:11]([F:14])([F:13])[F:12])=[CH:4][CH:3]=1.[NH2:17][C:18]1[C:22]([C:23]2[CH:28]=[CH:27][N:26]=[CH:25][CH:24]=2)=[CH:21][NH:20][N:19]=1. No catalyst specified. The product is [Cl:1][C:2]1[CH:7]=[CH:6][C:5]([C:8]2[CH:9]=[C:10]([C:11]([F:14])([F:13])[F:12])[N:19]3[N:20]=[CH:21][C:22]([C:23]4[CH:28]=[CH:27][N:26]=[CH:25][CH:24]=4)=[C:18]3[N:17]=2)=[CH:4][CH:3]=1. The yield is 0.720. (5) The reactants are [N:1]1[CH:6]=[CH:5][CH:4]=[C:3]([C:7](=O)[CH2:8][C:9]2[CH:13]=[CH:12][S:11][CH:10]=2)[CH:2]=1.[CH2:15]([O:17][C:18]1[CH:19]=[C:20]([CH:23]=[C:24]([N+:27]([O-:29])=[O:28])[C:25]=1[OH:26])[CH:21]=O)[CH3:16].[NH2:30][C:31]([NH2:33])=[O:32].Cl. The catalyst is CCO. The product is [CH2:15]([O:17][C:18]1[CH:19]=[C:20]([CH:21]2[C:8]([C:9]3[CH:13]=[CH:12][S:11][CH:10]=3)=[C:7]([C:3]3[CH:2]=[N:1][CH:6]=[CH:5][CH:4]=3)[NH:33][C:31](=[O:32])[NH:30]2)[CH:23]=[C:24]([N+:27]([O-:29])=[O:28])[C:25]=1[OH:26])[CH3:16]. The yield is 0.330.